From a dataset of NCI-60 drug combinations with 297,098 pairs across 59 cell lines. Regression. Given two drug SMILES strings and cell line genomic features, predict the synergy score measuring deviation from expected non-interaction effect. (1) Drug 1: CN(C)C1=NC(=NC(=N1)N(C)C)N(C)C. Drug 2: C1=CC=C(C(=C1)C(C2=CC=C(C=C2)Cl)C(Cl)Cl)Cl. Cell line: NCI-H460. Synergy scores: CSS=0.271, Synergy_ZIP=0.587, Synergy_Bliss=1.64, Synergy_Loewe=-0.793, Synergy_HSA=-0.903. (2) Cell line: NCIH23. Synergy scores: CSS=55.5, Synergy_ZIP=0.150, Synergy_Bliss=1.12, Synergy_Loewe=0.518, Synergy_HSA=0.665. Drug 1: COC1=CC(=CC(=C1O)OC)C2C3C(COC3=O)C(C4=CC5=C(C=C24)OCO5)OC6C(C(C7C(O6)COC(O7)C8=CC=CS8)O)O. Drug 2: CC1CCCC2(C(O2)CC(NC(=O)CC(C(C(=O)C(C1O)C)(C)C)O)C(=CC3=CSC(=N3)C)C)C. (3) Drug 1: C1=NC(=NC(=O)N1C2C(C(C(O2)CO)O)O)N. Drug 2: C#CCC(CC1=CN=C2C(=N1)C(=NC(=N2)N)N)C3=CC=C(C=C3)C(=O)NC(CCC(=O)O)C(=O)O. Cell line: HCC-2998. Synergy scores: CSS=35.5, Synergy_ZIP=0.184, Synergy_Bliss=-1.89, Synergy_Loewe=-21.3, Synergy_HSA=-1.20. (4) Drug 1: CC(C)NC(=O)C1=CC=C(C=C1)CNNC.Cl. Drug 2: CC1C(C(CC(O1)OC2CC(CC3=C2C(=C4C(=C3O)C(=O)C5=C(C4=O)C(=CC=C5)OC)O)(C(=O)CO)O)N)O.Cl. Cell line: NCI-H460. Synergy scores: CSS=47.0, Synergy_ZIP=2.71, Synergy_Bliss=-0.173, Synergy_Loewe=-18.6, Synergy_HSA=0.242.